From a dataset of Reaction yield outcomes from USPTO patents with 853,638 reactions. Predict the reaction yield, written as a fraction of the theoretical maximum amount of product (1.0 means a 100% yield; for example, 0.34 means a 34% yield). The reactants are Br[CH2:2][C:3]([C:5]1[CH:10]=[C:9]([F:11])[C:8]([O:12][CH3:13])=[C:7]([F:14])[CH:6]=1)=O.[NH2:15][C:16]([NH2:18])=[S:17].C([O-])(O)=O.[Na+]. The catalyst is CCO. The product is [F:14][C:7]1[CH:6]=[C:5]([C:3]2[N:15]=[C:16]([NH2:18])[S:17][CH:2]=2)[CH:10]=[C:9]([F:11])[C:8]=1[O:12][CH3:13]. The yield is 0.840.